This data is from Catalyst prediction with 721,799 reactions and 888 catalyst types from USPTO. The task is: Predict which catalyst facilitates the given reaction. (1) Reactant: [CH2:1]([O:8][CH2:9][C@H:10]([C@H:12]1[O:16][C:15](=[O:17])[C@H:14]([CH3:18])[CH2:13]1)[OH:11])[C:2]1[CH:7]=[CH:6][CH:5]=[CH:4][CH:3]=1.C(N(CC)CC)C.[CH3:26][S:27](Cl)(=[O:29])=[O:28].O. Product: [CH2:1]([O:8][CH2:9][C@@H:10]([O:11][S:27]([CH3:26])(=[O:29])=[O:28])[C@@H:12]1[CH2:13][C@@H:14]([CH3:18])[C:15](=[O:17])[O:16]1)[C:2]1[CH:3]=[CH:4][CH:5]=[CH:6][CH:7]=1. The catalyst class is: 2. (2) Product: [Cl:1][C:2]1[N:3]=[C:4]([CH3:12])[C:5]([C:8]([O:10][CH3:11])=[O:9])=[N+:6]([O-:21])[CH:7]=1.[Cl:13][C:14]1[N:19]=[C:18]([C:20]([O:22][CH3:23])=[O:21])[C:17]([CH3:24])=[N+:16]([O-:26])[CH:15]=1. The catalyst class is: 2. Reactant: [Cl:1][C:2]1[N:3]=[C:4]([CH3:12])[C:5]([C:8]([O:10][CH3:11])=[O:9])=[N:6][CH:7]=1.[Cl:13][C:14]1[N:19]=[C:18]([C:20]([O:22][CH3:23])=[O:21])[C:17]([CH3:24])=[N:16][CH:15]=1.C(N)(N)=[O:26].OO.FC(F)(F)C(OC(=O)C(F)(F)F)=O. (3) Reactant: [CH:1](NC(C)C)(C)[CH3:2].C([Li])CCC.CN(C)P(N(C)C)(N(C)C)=O.[CH:24]1([C:33]([O:35][CH3:36])=[O:34])[CH2:28][CH2:27][CH:26]([C:29]([O:31][CH3:32])=[O:30])[CH2:25]1.BrCCCl. Product: [C:26]12([C:29]([O:31][CH3:32])=[O:30])[CH2:25][C:24]([C:33]([O:35][CH3:36])=[O:34])([CH2:1][CH2:2]1)[CH2:28][CH2:27]2. The catalyst class is: 1. (4) Reactant: CCN(S(F)(F)[F:7])CC.[CH2:10]([N:17]1[CH2:34][CH2:33][C:20]2([C:24](=[O:25])[N:23]([C:26]3[CH2:27][O:28][C:29](=[O:32])[C:30]=3[CH3:31])[CH2:22][CH2:21]2)[CH:19](O)[CH2:18]1)[C:11]1[CH:16]=[CH:15][CH:14]=[CH:13][CH:12]=1. Product: [CH2:10]([N:17]1[CH2:34][CH2:33][C:20]2([C:24](=[O:25])[N:23]([C:26]3[CH2:27][O:28][C:29](=[O:32])[C:30]=3[CH3:31])[CH2:22][CH2:21]2)[CH:19]([F:7])[CH2:18]1)[C:11]1[CH:16]=[CH:15][CH:14]=[CH:13][CH:12]=1. The catalyst class is: 2. (5) Reactant: [CH3:1][N:2]1[CH:6]=[C:5]([C:7]2[CH:12]=[CH:11][C:10]([C@H:13]3[CH2:15][C@@H:14]3[C:16]([O:18][CH2:19][CH3:20])=[O:17])=[CH:9][CH:8]=2)[N:4]=[CH:3]1.[I:21]N1C(=O)CCC1=O. Product: [I:21][C:6]1[N:2]([CH3:1])[CH:3]=[N:4][C:5]=1[C:7]1[CH:8]=[CH:9][C:10]([C@H:13]2[CH2:15][C@@H:14]2[C:16]([O:18][CH2:19][CH3:20])=[O:17])=[CH:11][CH:12]=1. The catalyst class is: 4.